From a dataset of TCR-epitope binding with 47,182 pairs between 192 epitopes and 23,139 TCRs. Binary Classification. Given a T-cell receptor sequence (or CDR3 region) and an epitope sequence, predict whether binding occurs between them. (1) The epitope is LEPLVDLPI. The TCR CDR3 sequence is CSARAVRVSVEQYF. Result: 0 (the TCR does not bind to the epitope). (2) The epitope is HPKVSSEVHI. The TCR CDR3 sequence is CASSYSVNTEAFF. Result: 0 (the TCR does not bind to the epitope). (3) The epitope is RTLNAWVKV. The TCR CDR3 sequence is CASSLTSVYNEQFF. Result: 1 (the TCR binds to the epitope). (4) The epitope is HLVDFQVTI. The TCR CDR3 sequence is CASSHSGRDTGELFF. Result: 0 (the TCR does not bind to the epitope).